Task: Predict which catalyst facilitates the given reaction.. Dataset: Catalyst prediction with 721,799 reactions and 888 catalyst types from USPTO (1) Reactant: N1C2C(=CC=CC=2)CC1=O.C(C1OC=C([C:18]2[CH:19]=[C:20]([CH:25]=[CH:26][CH:27]=2)[C:21]([O:23]C)=[O:22])C=1)=O.N1CCCCC1. Product: [C:21]([OH:23])(=[O:22])[C:20]1[CH:25]=[CH:26][CH:27]=[CH:18][CH:19]=1. The catalyst class is: 14. (2) Reactant: [C:1]1([C@@H:7]2[CH:11]=[C:10](OS(C(F)(F)F)(=O)=O)[CH2:9][N:8]2[C:20]([O:22][C:23]([CH3:26])([CH3:25])[CH3:24])=[O:21])[CH:6]=[CH:5][CH:4]=[CH:3][CH:2]=1.[F:27][C:28]1[CH:33]=[CH:32][C:31]([F:34])=[CH:30][C:29]=1B(O)O.C([O-])([O-])=O.[Na+].[Na+].[Li+].[Cl-]. Product: [F:27][C:28]1[CH:33]=[CH:32][C:31]([F:34])=[CH:30][C:29]=1[C:10]1[CH2:9][N:8]([C:20]([O:22][C:23]([CH3:24])([CH3:25])[CH3:26])=[O:21])[C@H:7]([C:1]2[CH:2]=[CH:3][CH:4]=[CH:5][CH:6]=2)[CH:11]=1. The catalyst class is: 108. (3) Reactant: [C@@H:1]1([N:9]2[CH:17]=[C:15]([CH3:16])[C:13](=[O:14])[NH:12][C:10]2=[O:11])[O:8][C@H:5]([CH2:6][OH:7])[C@@H:3]([OH:4])[CH2:2]1.[CH3:18][C:19]([Si:22](Cl)([CH3:24])[CH3:23])([CH3:21])[CH3:20]. Product: [Si:22]([C@@:3]1([OH:4])[C@@H:5]([CH2:6][O:7][Si:22]([C:19]([CH3:21])([CH3:20])[CH3:18])([CH3:24])[CH3:23])[O:8][C@@H:1]([N:9]2[CH:17]=[C:15]([CH3:16])[C:13](=[O:14])[NH:12][C:10]2=[O:11])[CH2:2]1)([C:19]([CH3:21])([CH3:20])[CH3:18])([CH3:24])[CH3:23]. The catalyst class is: 3.